From a dataset of NCI-60 drug combinations with 297,098 pairs across 59 cell lines. Regression. Given two drug SMILES strings and cell line genomic features, predict the synergy score measuring deviation from expected non-interaction effect. (1) Drug 1: CC1=C(C=C(C=C1)C(=O)NC2=CC(=CC(=C2)C(F)(F)F)N3C=C(N=C3)C)NC4=NC=CC(=N4)C5=CN=CC=C5. Drug 2: CN(C(=O)NC(C=O)C(C(C(CO)O)O)O)N=O. Cell line: A549. Synergy scores: CSS=-3.15, Synergy_ZIP=0.369, Synergy_Bliss=-4.37, Synergy_Loewe=-3.36, Synergy_HSA=-6.19. (2) Drug 1: CC1=C(C=C(C=C1)NC(=O)C2=CC=C(C=C2)CN3CCN(CC3)C)NC4=NC=CC(=N4)C5=CN=CC=C5. Drug 2: C(CCl)NC(=O)N(CCCl)N=O. Cell line: MDA-MB-231. Synergy scores: CSS=16.7, Synergy_ZIP=-4.29, Synergy_Bliss=0.325, Synergy_Loewe=4.05, Synergy_HSA=3.48. (3) Cell line: 786-0. Synergy scores: CSS=77.6, Synergy_ZIP=22.1, Synergy_Bliss=-1.89, Synergy_Loewe=58.5, Synergy_HSA=-1.71. Drug 2: C#CCC(CC1=CN=C2C(=N1)C(=NC(=N2)N)N)C3=CC=C(C=C3)C(=O)NC(CCC(=O)O)C(=O)O. Drug 1: C1=CC=C(C=C1)NC(=O)CCCCCCC(=O)NO. (4) Synergy scores: CSS=38.5, Synergy_ZIP=5.47, Synergy_Bliss=9.61, Synergy_Loewe=7.95, Synergy_HSA=8.52. Drug 2: CC(C)(C#N)C1=CC(=CC(=C1)CN2C=NC=N2)C(C)(C)C#N. Drug 1: COC1=NC(=NC2=C1N=CN2C3C(C(C(O3)CO)O)O)N. Cell line: LOX IMVI. (5) Drug 1: CC1=C2C(C(=O)C3(C(CC4C(C3C(C(C2(C)C)(CC1OC(=O)C(C(C5=CC=CC=C5)NC(=O)OC(C)(C)C)O)O)OC(=O)C6=CC=CC=C6)(CO4)OC(=O)C)OC)C)OC. Drug 2: CC1CCC2CC(C(=CC=CC=CC(CC(C(=O)C(C(C(=CC(C(=O)CC(OC(=O)C3CCCCN3C(=O)C(=O)C1(O2)O)C(C)CC4CCC(C(C4)OC)OCCO)C)C)O)OC)C)C)C)OC. Cell line: MDA-MB-231. Synergy scores: CSS=35.3, Synergy_ZIP=-1.91, Synergy_Bliss=-0.214, Synergy_Loewe=-3.95, Synergy_HSA=4.22.